Dataset: Peptide-MHC class I binding affinity with 185,985 pairs from IEDB/IMGT. Task: Regression. Given a peptide amino acid sequence and an MHC pseudo amino acid sequence, predict their binding affinity value. This is MHC class I binding data. (1) The peptide sequence is CSANNSHHY. The MHC is HLA-B15:01 with pseudo-sequence HLA-B15:01. The binding affinity (normalized) is 0.531. (2) The binding affinity (normalized) is 0. The MHC is HLA-A68:02 with pseudo-sequence HLA-A68:02. The peptide sequence is YLQMNSLRA. (3) The peptide sequence is CDKHYWDAIRF. The MHC is Mamu-A11 with pseudo-sequence Mamu-A11. The binding affinity (normalized) is 0.0720. (4) The peptide sequence is YLNTLTLAV. The MHC is HLA-A68:02 with pseudo-sequence HLA-A68:02. The binding affinity (normalized) is 0.538. (5) The peptide sequence is LYNTIAVLY. The MHC is HLA-B15:09 with pseudo-sequence HLA-B15:09. The binding affinity (normalized) is 0.0847. (6) The peptide sequence is APPPQRAAM. The MHC is HLA-A68:02 with pseudo-sequence HLA-A68:02. The binding affinity (normalized) is 0. (7) The peptide sequence is CTELKLSDY. The MHC is HLA-B15:01 with pseudo-sequence HLA-B15:01. The binding affinity (normalized) is 0.0847.